From a dataset of Forward reaction prediction with 1.9M reactions from USPTO patents (1976-2016). Predict the product of the given reaction. (1) Given the reactants Cl.Cl.Cl.[O:4]1[C:12]2[CH:11]=[CH:10][N:9]=[C:8]([N:13]3[CH2:18][CH2:17][N:16]([CH2:19][CH2:20][C@H:21]4[CH2:26][CH2:25][C@H:24]([NH2:27])[CH2:23][CH2:22]4)[CH2:15][CH2:14]3)[C:7]=2[CH2:6][CH2:5]1.[N:28]1([C:34]2[CH:42]=[CH:41][C:37]([C:38](O)=[O:39])=[CH:36][CH:35]=2)[CH2:33][CH2:32][CH2:31][CH2:30][CH2:29]1, predict the reaction product. The product is: [O:4]1[C:12]2[CH:11]=[CH:10][N:9]=[C:8]([N:13]3[CH2:18][CH2:17][N:16]([CH2:19][CH2:20][C@H:21]4[CH2:26][CH2:25][C@H:24]([NH:27][C:38](=[O:39])[C:37]5[CH:41]=[CH:42][C:34]([N:28]6[CH2:33][CH2:32][CH2:31][CH2:30][CH2:29]6)=[CH:35][CH:36]=5)[CH2:23][CH2:22]4)[CH2:15][CH2:14]3)[C:7]=2[CH2:6][CH2:5]1. (2) The product is: [F:1][C:2]1[CH:3]=[N:4][C:5]([N:8]2[C:16]3[CH2:15][C@H:14]([CH3:17])[N:13]([C:30]([C:29]4[CH:33]=[CH:34][CH:35]=[C:36]([C:37]([F:38])([F:39])[F:40])[C:28]=4[OH:27])=[O:31])[CH2:12][C:11]=3[N:10]=[N:9]2)=[N:6][CH:7]=1. Given the reactants [F:1][C:2]1[CH:3]=[N:4][C:5]([N:8]2[C:16]3[CH2:15][C@H:14]([CH3:17])[NH:13][CH2:12][C:11]=3[N:10]=[N:9]2)=[N:6][CH:7]=1.CCN(C(C)C)C(C)C.[OH:27][C:28]1[C:36]([C:37]([F:40])([F:39])[F:38])=[CH:35][CH:34]=[CH:33][C:29]=1[C:30](O)=[O:31].CN(C(ON1N=NC2C=CC=NC1=2)=[N+](C)C)C.F[P-](F)(F)(F)(F)F.C([O-])(O)=O.[Na+], predict the reaction product. (3) The product is: [C:38]1([CH2:37][CH:36]=[C:35]([C:44]2[CH:2]=[CH:3][C:4]3[C:5](=[CH:6][CH:7]=[CH:8][CH:9]=3)[CH:45]=2)[CH3:34])[CH:43]=[CH:42][CH:41]=[CH:40][CH:39]=1. Given the reactants [Br-].[CH2:2]([P+](C1C=CC=CC=1)(C1C=CC=CC=1)C1C=CC=CC=1)[CH2:3][C:4]1[CH:9]=[CH:8][CH:7]=[CH:6][CH:5]=1.[Li]CCCC.[CH:34]1[C:43]2[C:38](=[CH:39][CH:40]=[CH:41][CH:42]=2)[CH:37]=[CH:36][C:35]=1[C:44](=O)[CH3:45], predict the reaction product. (4) Given the reactants [Cl:1][C:2]1[CH:3]=[C:4]2[C:8](=[CH:9][CH:10]=1)[NH:7][C:6]([C:11]([OH:13])=O)=[CH:5]2.C(Cl)(=O)C([Cl:17])=O, predict the reaction product. The product is: [Cl:1][C:2]1[CH:3]=[C:4]2[C:8](=[CH:9][CH:10]=1)[NH:7][C:6]([C:11]([Cl:17])=[O:13])=[CH:5]2.